Dataset: Peptide-MHC class I binding affinity with 185,985 pairs from IEDB/IMGT. Task: Regression. Given a peptide amino acid sequence and an MHC pseudo amino acid sequence, predict their binding affinity value. This is MHC class I binding data. (1) The peptide sequence is LPIFSDAAL. The MHC is HLA-B35:01 with pseudo-sequence HLA-B35:01. The binding affinity (normalized) is 0.761. (2) The peptide sequence is EELKSLFNTV. The MHC is HLA-A26:02 with pseudo-sequence HLA-A26:02. The binding affinity (normalized) is 0.355. (3) The peptide sequence is QCFSVVLRY. The MHC is HLA-B46:01 with pseudo-sequence HLA-B46:01. The binding affinity (normalized) is 0.0847. (4) The peptide sequence is FQVFNESSI. The MHC is H-2-Db with pseudo-sequence H-2-Db. The binding affinity (normalized) is 0.591. (5) The peptide sequence is RPRPRTPEW. The MHC is SLA-20401 with pseudo-sequence SLA-20401. The binding affinity (normalized) is 0.326. (6) The peptide sequence is RINLLVQYGA. The MHC is HLA-A68:02 with pseudo-sequence HLA-A68:02. The binding affinity (normalized) is 0.0800. (7) The peptide sequence is RALIKTLPRASYSSH. The MHC is HLA-A68:02 with pseudo-sequence HLA-A68:02. The binding affinity (normalized) is 0.